Predict which catalyst facilitates the given reaction. From a dataset of Catalyst prediction with 721,799 reactions and 888 catalyst types from USPTO. Reactant: C([O:4][CH2:5][CH2:6][N:7]1[C:11]2[CH:12]=[CH:13][C:14]([C:16](=[O:30])[NH:17][C:18]3[CH:23]=[C:22]([C:24]4[S:25][CH:26]=[CH:27][CH:28]=4)[CH:21]=[CH:20][C:19]=3[NH2:29])=[CH:15][C:10]=2[N:9]=[C:8]1[CH3:31])(=O)C.C(N(CC)CC)C. Product: [NH2:29][C:19]1[CH:20]=[CH:21][C:22]([C:24]2[S:25][CH:26]=[CH:27][CH:28]=2)=[CH:23][C:18]=1[NH:17][C:16]([C:14]1[CH:13]=[CH:12][C:11]2[N:7]([CH2:6][CH2:5][OH:4])[C:8]([CH3:31])=[N:9][C:10]=2[CH:15]=1)=[O:30]. The catalyst class is: 5.